Dataset: Catalyst prediction with 721,799 reactions and 888 catalyst types from USPTO. Task: Predict which catalyst facilitates the given reaction. (1) Reactant: [CH3:1][S:2](Cl)(=[O:4])=[O:3].[Br:6][C:7]1[CH:12]=[CH:11][C:10]([CH2:13][OH:14])=[CH:9][C:8]=1[Cl:15].C(N(CC)CC)C. Product: [CH3:1][S:2]([O:14][CH2:13][C:10]1[CH:11]=[CH:12][C:7]([Br:6])=[C:8]([Cl:15])[CH:9]=1)(=[O:4])=[O:3]. The catalyst class is: 2. (2) Reactant: [C:1]([O:5][C:6](=[O:22])[NH:7][C:8]([CH2:20][OH:21])([CH2:18][OH:19])[CH2:9][CH2:10][O:11][CH:12]1[CH2:17][CH2:16][CH2:15][CH2:14][O:13]1)([CH3:4])([CH3:3])[CH3:2].C(N(CC)C(C)C)(C)C.[CH3:32][O:33][CH2:34]Cl.O. Product: [C:1]([O:5][C:6](=[O:22])[NH:7][C:8]([CH2:18][OH:19])([CH2:20][O:21][CH2:32][O:33][CH3:34])[CH2:9][CH2:10][O:11][CH:12]1[CH2:17][CH2:16][CH2:15][CH2:14][O:13]1)([CH3:4])([CH3:2])[CH3:3]. The catalyst class is: 2. (3) Reactant: [CH2:1]([C:3]1[CH:4]=[C:5]([CH:9]=[CH:10][N:11]=1)[C:6]([NH2:8])=[S:7])[CH3:2].C([O:14][C:15](=O)[CH:16](Br)[CH2:17][CH3:18])C.N1C=CC=CC=1.C(OCC)(=O)C.CCCCCC. Product: [CH2:17]([C:16]1[S:7][C:6]([C:5]2[CH:9]=[CH:10][N:11]=[C:3]([CH2:1][CH3:2])[CH:4]=2)=[N:8][C:15]=1[OH:14])[CH3:18]. The catalyst class is: 8. (4) Reactant: [F:1][C:2]([F:24])([F:23])[C:3]([N:5]1[CH2:11][CH:10]([CH3:12])[C:9]2[CH:13]=[CH:14][C:15]([C:17]3[N:18]([CH3:22])[N:19]=[CH:20][CH:21]=3)=[CH:16][C:8]=2[CH2:7][CH2:6]1)=[O:4].[Br:25]N1C(=O)CCC1=O. Product: [F:24][C:2]([F:1])([F:23])[C:3]([N:5]1[CH2:11][CH:10]([CH3:12])[C:9]2[CH:13]=[CH:14][C:15]([C:17]3[N:18]([CH3:22])[N:19]=[CH:20][C:21]=3[Br:25])=[CH:16][C:8]=2[CH2:7][CH2:6]1)=[O:4]. The catalyst class is: 4. (5) Reactant: Cl[C:2]1[C:3]2[C:10]([C:11]3[CH:16]=[CH:15][C:14]([O:17][CH3:18])=[CH:13][CH:12]=3)=[CH:9][N:8]([CH:19]([CH3:21])[CH3:20])[C:4]=2[N:5]=[CH:6][N:7]=1.[NH3:22]. Product: [NH2:22][C:2]1[C:3]2[C:10]([C:11]3[CH:16]=[CH:15][C:14]([O:17][CH3:18])=[CH:13][CH:12]=3)=[CH:9][N:8]([CH:19]([CH3:21])[CH3:20])[C:4]=2[N:5]=[CH:6][N:7]=1. The catalyst class is: 12. (6) Reactant: [C:1]([O:9][C:10]1[CH:11]=[CH:12][C:13]([OH:17])=[C:14]([Cl:16])[CH:15]=1)(=[O:8])[C:2]1[CH:7]=[CH:6][CH:5]=[CH:4][CH:3]=1.[I-:18].[Na+].O. Product: [C:1]([O:9][C:10]1[CH:15]=[C:14]([Cl:16])[C:13]([OH:17])=[C:12]([I:18])[CH:11]=1)(=[O:8])[C:2]1[CH:3]=[CH:4][CH:5]=[CH:6][CH:7]=1. The catalyst class is: 3.